This data is from Full USPTO retrosynthesis dataset with 1.9M reactions from patents (1976-2016). The task is: Predict the reactants needed to synthesize the given product. (1) Given the product [Cl:1][C:2]1[CH:3]=[N:4][C:5]2[N:6]([N:8]=[C:9]([C:11]([N:26]3[CH2:25][CH2:24][N:23]4[C:19]([C:16]5[CH:17]=[CH:18][S:14][CH:15]=5)=[N:20][N:21]=[C:22]4[CH2:27]3)=[O:13])[CH:10]=2)[CH:7]=1, predict the reactants needed to synthesize it. The reactants are: [Cl:1][C:2]1[CH:3]=[N:4][C:5]2[N:6]([N:8]=[C:9]([C:11]([OH:13])=O)[CH:10]=2)[CH:7]=1.[S:14]1[CH:18]=[CH:17][C:16]([C:19]2[N:23]3[CH2:24][CH2:25][NH:26][CH2:27][C:22]3=[N:21][N:20]=2)=[CH:15]1. (2) Given the product [Br:1][C:2]1[CH:10]=[C:9]2[C:5]([CH:6]=[CH:7][N:8]2[Si:18]([CH:22]([CH3:24])[CH3:23])([CH:19]([CH3:21])[CH3:20])[CH:15]([CH3:17])[CH3:16])=[CH:4][CH:3]=1, predict the reactants needed to synthesize it. The reactants are: [Br:1][C:2]1[CH:10]=[C:9]2[C:5]([CH:6]=[CH:7][NH:8]2)=[CH:4][CH:3]=1.N#N.[H-].[Na+].[CH:15]([Si:18](Cl)([CH:22]([CH3:24])[CH3:23])[CH:19]([CH3:21])[CH3:20])([CH3:17])[CH3:16].